From a dataset of Reaction yield outcomes from USPTO patents with 853,638 reactions. Predict the reaction yield, written as a fraction of the theoretical maximum amount of product (1.0 means a 100% yield; for example, 0.34 means a 34% yield). (1) The reactants are [CH3:1][N:2]1[C:7](=[O:8])[C:6]2=[CH:9][NH:10][N:11]=[C:5]2[N:4]2[CH2:12][C:13]([CH3:16])([CH3:15])[N:14]=[C:3]12.Br[CH2:18][C:19]1[CH:24]=[CH:23][C:22]([C:25](=[O:27])[CH3:26])=[CH:21][CH:20]=1.C([O-])([O-])=O.[K+].[K+]. The catalyst is CN(C=O)C. The product is [C:25]([C:22]1[CH:23]=[CH:24][C:19]([CH2:18][N:10]2[CH:9]=[C:6]3[C:7](=[O:8])[N:2]([CH3:1])[C:3]4[N:4]([CH2:12][C:13]([CH3:16])([CH3:15])[N:14]=4)[C:5]3=[N:11]2)=[CH:20][CH:21]=1)(=[O:27])[CH3:26]. The yield is 0.900. (2) The reactants are [F:1][C:2]([F:28])([F:27])[C:3]([C:5]1[C:13]2[C:8](=[CH:9][CH:10]=[CH:11][C:12]=2B2OC(C)(C)C(C)(C)O2)[N:7]([CH2:23][CH2:24][O:25][CH3:26])[CH:6]=1)=[O:4].Br[C:30]1[CH:31]=[N:32][CH:33]=[CH:34][CH:35]=1.C([O-])([O-])=O.[Cs+].[Cs+].C(Cl)Cl. The catalyst is O1CCOCC1.C1C=CC(P(C2C=CC=CC=2)[C-]2C=CC=C2)=CC=1.C1C=CC(P(C2C=CC=CC=2)[C-]2C=CC=C2)=CC=1.Cl[Pd]Cl.[Fe+2].O. The product is [F:28][C:2]([F:27])([F:1])[C:3]([C:5]1[C:13]2[C:8](=[CH:9][CH:10]=[CH:11][C:12]=2[C:30]2[CH:31]=[N:32][CH:33]=[CH:34][CH:35]=2)[N:7]([CH2:23][CH2:24][O:25][CH3:26])[CH:6]=1)=[O:4]. The yield is 0.840.